From a dataset of Reaction yield outcomes from USPTO patents with 853,638 reactions. Predict the reaction yield, written as a fraction of the theoretical maximum amount of product (1.0 means a 100% yield; for example, 0.34 means a 34% yield). (1) The reactants are [F:1][C:2]1[CH:27]=[CH:26][C:5]([CH2:6][NH:7][C:8](=[O:25])[CH2:9][N:10]2[CH2:14][CH2:13][N:12]([C:15]3[S:16][C:17]([C:21]([OH:23])=O)=[C:18]([CH3:20])[N:19]=3)[C:11]2=[O:24])=[CH:4][CH:3]=1.ON1C2C=CC=CC=2N=N1.Cl.C(N=C=NCCCN(C)C)C.C(N(CC)C(C)C)(C)C.[NH2:59][CH2:60][C:61]1[CH:62]=[N:63][CH:64]=[CH:65][CH:66]=1. The catalyst is CN(C)C=O.C(OCC)(=O)C. The product is [F:1][C:2]1[CH:3]=[CH:4][C:5]([CH2:6][NH:7][C:8](=[O:25])[CH2:9][N:10]2[CH2:14][CH2:13][N:12]([C:15]3[S:16][C:17]([C:21]([NH:59][CH2:60][C:61]4[CH:62]=[N:63][CH:64]=[CH:65][CH:66]=4)=[O:23])=[C:18]([CH3:20])[N:19]=3)[C:11]2=[O:24])=[CH:26][CH:27]=1. The yield is 0.280. (2) The reactants are CN(CCN(C)C)C.C([Li])CCC.[F:14][C:15]1[CH:16]=[N:17][CH:18]=[CH:19][CH:20]=1.CN([CH:24]=[O:25])C. The catalyst is C1COCC1. The product is [F:14][C:15]1[CH:16]=[N:17][CH:18]=[CH:19][C:20]=1[CH:24]=[O:25]. The yield is 0.370. (3) The reactants are [Cl:1][C:2]1[CH:18]=[CH:17][C:5]2[CH2:6][CH2:7][N:8]([C:11](=[O:16])[C:12]([F:15])([F:14])[F:13])[CH2:9][CH2:10][C:4]=2[C:3]=1OS(C(F)(F)F)(=O)=O.[C:27]1([CH:33]([O:35][C:36]2[CH:43]=[CH:42][C:39]([CH2:40][NH2:41])=[CH:38][CH:37]=2)[CH3:34])[CH:32]=[CH:31][CH:30]=[CH:29][CH:28]=1. No catalyst specified. The product is [Cl:1][C:2]1[CH:18]=[CH:17][C:5]2[CH2:6][CH2:7][N:8]([C:11](=[O:16])[C:12]([F:15])([F:14])[F:13])[CH2:9][CH2:10][C:4]=2[C:3]=1[NH:41][CH2:40][C:39]1[CH:42]=[CH:43][C:36]([O:35][CH:33]([C:27]2[CH:32]=[CH:31][CH:30]=[CH:29][CH:28]=2)[CH3:34])=[CH:37][CH:38]=1. The yield is 0.690. (4) The reactants are [Br:1][C:2]1[N:3]=[C:4]([C:9]#[C:10][C:11]2[C:19]3[C:14](=[CH:15][CH:16]=[C:17]([O:20][CH3:21])[CH:18]=3)[N:13]([CH3:22])[CH:12]=2)[C:5]([NH2:8])=[N:6][CH:7]=1.[H-].[Na+]. The catalyst is CN(C=O)C. The product is [Br:1][C:2]1[N:3]=[C:4]2[CH:9]=[C:10]([C:11]3[C:19]4[C:14](=[CH:15][CH:16]=[C:17]([O:20][CH3:21])[CH:18]=4)[N:13]([CH3:22])[CH:12]=3)[NH:8][C:5]2=[N:6][CH:7]=1. The yield is 0.450. (5) The reactants are [NH2:1][C:2]1[N:3]=[C:4](SC)[S:5][C:6]=1[C:7]([O:9][CH3:10])=[O:8]. The catalyst is O.C(O)C.[Ni]. The product is [NH2:1][C:2]1[N:3]=[CH:4][S:5][C:6]=1[C:7]([O:9][CH3:10])=[O:8]. The yield is 0.240. (6) The reactants are [CH2:1]([CH:9]1[C:16]2[CH:15]=[C:14]([C:17]([O:19]C)=[O:18])[NH:13][C:12]=2[CH2:11][CH2:10]1)[CH2:2][C:3]1[CH:8]=[CH:7][CH:6]=[CH:5][CH:4]=1.O.[OH-].[Li+]. No catalyst specified. The product is [CH2:1]([CH:9]1[C:16]2[CH:15]=[C:14]([C:17]([OH:19])=[O:18])[NH:13][C:12]=2[CH2:11][CH2:10]1)[CH2:2][C:3]1[CH:8]=[CH:7][CH:6]=[CH:5][CH:4]=1. The yield is 0.840.